From a dataset of Reaction yield outcomes from USPTO patents with 853,638 reactions. Predict the reaction yield, written as a fraction of the theoretical maximum amount of product (1.0 means a 100% yield; for example, 0.34 means a 34% yield). (1) The reactants are [CH3:1][O:2][C:3](=[O:13])[C@@H:4]([NH2:12])[CH2:5][CH:6]1[CH2:11][CH2:10][CH2:9][CH2:8][CH2:7]1.C(N(CC)C(C)C)(C)C.C([O:25][C:26](=O)/[CH:27]=[C:28](/[O:31][C:32]1[CH:37]=[CH:36][CH:35]=[C:34]([O:38][CH3:39])[C:33]=1[O:40][CH3:41])\[CH2:29]Br)C. The catalyst is CN(C)C=O. The product is [CH3:1][O:2][C:3](=[O:13])[C@@H:4]([N:12]1[CH2:29][C:28]([O:31][C:32]2[CH:37]=[CH:36][CH:35]=[C:34]([O:38][CH3:39])[C:33]=2[O:40][CH3:41])=[CH:27][C:26]1=[O:25])[CH2:5][CH:6]1[CH2:11][CH2:10][CH2:9][CH2:8][CH2:7]1. The yield is 0.330. (2) The reactants are [OH:1][C:2]1[C:11]([N+:12]([O-])=O)=[CH:10][CH:9]=[C:4]([C:5]([O:7][CH3:8])=[O:6])[C:3]=1[C:15]([O:17][CH3:18])=[O:16].[C:19](=S)(OCC)[S-:20].[K+]. The catalyst is [C].[Pd].C(OCC)(=O)C. The product is [CH3:8][O:7][C:5]([C:4]1[CH:9]=[CH:10][C:11]2[N:12]=[C:19]([SH:20])[O:1][C:2]=2[C:3]=1[C:15]([O:17][CH3:18])=[O:16])=[O:6]. The yield is 0.600. (3) The reactants are [CH3:1][O:2][C:3]1[C:8]([CH2:9][O:10][CH2:11][O:12][CH3:13])=[C:7]([C:14]([CH2:18][CH3:19])=[CH:15][CH2:16][OH:17])[CH:6]=[CH:5][N:4]=1.C([C@@](C([O-])=O)(O)[C@@](CC)(O)C([O-])=[O:25])C.C(OO)(C)(C)C. The catalyst is C(Cl)Cl.CC(O[Ti](OC(C)C)(OC(C)C)OC(C)C)C. The product is [CH2:18]([C@:14]1([C:7]2[CH:6]=[CH:5][N:4]=[C:3]([O:2][CH3:1])[C:8]=2[CH2:9][O:10][CH2:11][O:12][CH3:13])[O:25][CH:15]1[CH2:16][OH:17])[CH3:19]. The yield is 0.890. (4) The reactants are C(O[C:6](=O)[NH:7][CH:8]1[CH2:13][CH2:12][CH:11]([NH2:14])[CH2:10][CH2:9]1)(C)(C)C.[H-].[Al+3].[Li+].[H-].[H-].[H-].C1COCC1.[OH-].[Na+]. The catalyst is O. The product is [CH3:6][NH:7][CH:8]1[CH2:13][CH2:12][CH:11]([NH2:14])[CH2:10][CH2:9]1. The yield is 0.840. (5) The reactants are [CH2:1]([N:3]1[C:7]2[CH:8]=[CH:9][CH:10]=[CH:11][C:6]=2[NH:5][CH:4]1[CH2:12][C:13]#[N:14])[CH3:2].[Cl:15][C:16]1[N:21]=[C:20](Cl)[CH:19]=[C:18]([CH3:23])[N:17]=1. No catalyst specified. The product is [Cl:15][C:16]1[N:21]=[C:20]([CH:12]([CH:4]2[N:3]([CH2:1][CH3:2])[C:7]3[CH:8]=[CH:9][CH:10]=[CH:11][C:6]=3[NH:5]2)[C:13]#[N:14])[CH:19]=[C:18]([CH3:23])[N:17]=1. The yield is 0.490. (6) The reactants are [NH2:1][C:2]1[C:10](I)=[C:9]2[C:5]([CH2:6][CH2:7][C:8]2=[O:12])=[CH:4][CH:3]=1.[C:13](N)(=[S:15])[CH3:14].[O-2].[Ca+2].O. The catalyst is CN(C)C=O.C1(P(C2C=CC=CC=2)[C-]2C=CC=C2)C=CC=CC=1.[C-]1(P(C2C=CC=CC=2)C2C=CC=CC=2)C=CC=C1.[Fe+2].C1C=CC(/C=C/C(/C=C/C2C=CC=CC=2)=O)=CC=1.C1C=CC(/C=C/C(/C=C/C2C=CC=CC=2)=O)=CC=1.C1C=CC(/C=C/C(/C=C/C2C=CC=CC=2)=O)=CC=1.[Pd].[Pd]. The product is [CH3:14][C:13]1[S:15][C:10]2[C:9]3[C:8](=[O:12])[CH2:7][CH2:6][C:5]=3[CH:4]=[CH:3][C:2]=2[N:1]=1. The yield is 0.460. (7) The product is [OH:16][C@@H:15]([CH2:17][NH:32][CH:29]([CH3:31])[CH3:30])[CH2:14][O:13][C:12]1[CH:11]=[C:10]2[C:5]([C:6]([O:18][C:19]3[CH:20]=[C:21]4[C:25](=[CH:26][CH:27]=3)[NH:24][C:23]([CH3:28])=[CH:22]4)=[N:7][CH:8]=[N:9]2)=[CH:4][C:3]=1[O:2][CH3:1]. The catalyst is C1COCC1. The yield is 0.730. The reactants are [CH3:1][O:2][C:3]1[CH:4]=[C:5]2[C:10](=[CH:11][C:12]=1[O:13][CH2:14][C@@H:15]1[CH2:17][O:16]1)[N:9]=[CH:8][N:7]=[C:6]2[O:18][C:19]1[CH:20]=[C:21]2[C:25](=[CH:26][CH:27]=1)[NH:24][C:23]([CH3:28])=[CH:22]2.[CH:29]([NH2:32])([CH3:31])[CH3:30]. (8) The reactants are [CH2:1]([O:8][C:9]1[CH:10]=[CH:11][C:12]2[C:16]([O:17][C:18]3[CH:32]=[CH:31][C:21]([O:22][CH2:23][CH2:24][N:25]4[CH2:30][CH2:29][CH2:28][CH2:27][CH2:26]4)=[CH:20][CH:19]=3)=[C:15]([C:33]3[CH:38]=[CH:37][C:36]([S:39]([CH3:42])(=[O:41])=[O:40])=[C:35](F)[CH:34]=3)S[C:13]=2[CH:44]=1)C1C=CC=CC=1.[F-].[Cs+].[CH:47]1(P(C2CCCCC2)C2CCCCC2)CCCC[CH2:48]1.[C:66](#N)[CH3:67]. The catalyst is C([O-])(=O)C.[Pd+2].C([O-])(=O)C. The product is [N:25]1([CH2:24][CH2:23][O:22][C:21]2[CH:20]=[CH:19][C:18]([O:17][C:16]3[C:12]4[C:13](=[CH:44][C:9]([O:8][CH3:1])=[CH:10][CH:11]=4)[CH:48]=[CH:47][C:15]=3[C:33]3[CH:34]=[CH:35][C:36]([S:39]([CH:42]4[CH2:67][CH2:66]4)(=[O:41])=[O:40])=[CH:37][CH:38]=3)=[CH:32][CH:31]=2)[CH2:30][CH2:29][CH2:28][CH2:27][CH2:26]1. The yield is 0.770.